Task: Predict which catalyst facilitates the given reaction.. Dataset: Catalyst prediction with 721,799 reactions and 888 catalyst types from USPTO Reactant: [Br:1][C:2]1[C:11]([C:12]([F:15])([F:14])[F:13])=[CH:10][C:9]2[C:4](=[CH:5][CH:6]=[CH:7][CH:8]=2)[C:3]=1[OH:16].[CH3:17][O:18][CH2:19]Cl.C(N(C(C)C)CC)(C)C. Product: [Br:1][C:2]1[C:11]([C:12]([F:15])([F:14])[F:13])=[CH:10][C:9]2[C:4](=[CH:5][CH:6]=[CH:7][CH:8]=2)[C:3]=1[O:16][CH2:17][O:18][CH3:19]. The catalyst class is: 1.